From a dataset of Reaction yield outcomes from USPTO patents with 853,638 reactions. Predict the reaction yield, written as a fraction of the theoretical maximum amount of product (1.0 means a 100% yield; for example, 0.34 means a 34% yield). (1) The reactants are [CH:1]1([C:6]2[N:7]=[C:8]([C:17]3[CH:22]=[CH:21][C:20]([F:23])=[CH:19][CH:18]=3)[C:9]3[CH2:15][CH2:14][NH:13][CH2:12][CH2:11][C:10]=3[N:16]=2)[CH2:5][CH2:4][CH2:3][CH2:2]1.C=O.[BH-](OC(C)=O)(OC(C)=O)O[C:28](C)=O.[Na+]. The catalyst is CO.[OH-].[Na+]. The product is [CH:1]1([C:6]2[N:7]=[C:8]([C:17]3[CH:18]=[CH:19][C:20]([F:23])=[CH:21][CH:22]=3)[C:9]3[CH2:15][CH2:14][N:13]([CH3:28])[CH2:12][CH2:11][C:10]=3[N:16]=2)[CH2:2][CH2:3][CH2:4][CH2:5]1. The yield is 0.870. (2) The reactants are [CH3:1][N:2]1[CH2:7][CH2:6][NH:5][CH2:4][CH2:3]1.CCN(C(C)C)C(C)C.[C:17]([C:19]1([NH:22][C:23]([C@@H:25]2[CH2:29][C@@H:28]([S:30]([C:33]3[CH:38]=[CH:37][C:36](F)=[CH:35][C:34]=3[C:40]([F:43])([F:42])[F:41])(=[O:32])=[O:31])[CH2:27][N:26]2[C:44]2[N:45]([CH:50]3[CH2:53][CH2:52][CH2:51]3)[N:46]=[C:47]([CH3:49])[CH:48]=2)=[O:24])[CH2:21][CH2:20]1)#[N:18]. The catalyst is C(#N)C. The product is [C:17]([C:19]1([NH:22][C:23]([C@@H:25]2[CH2:29][C@@H:28]([S:30]([C:33]3[CH:38]=[CH:37][C:36]([N:5]4[CH2:6][CH2:7][N:2]([CH3:1])[CH2:3][CH2:4]4)=[CH:35][C:34]=3[C:40]([F:43])([F:42])[F:41])(=[O:32])=[O:31])[CH2:27][N:26]2[C:44]2[N:45]([CH:50]3[CH2:53][CH2:52][CH2:51]3)[N:46]=[C:47]([CH3:49])[CH:48]=2)=[O:24])[CH2:21][CH2:20]1)#[N:18]. The yield is 0.490. (3) The reactants are CO[C:3]([CH:5]1[CH2:10][CH2:9][N:8]([C@H:11]2[CH2:17][CH2:16][CH2:15][N:14]([C:18]([O:20][C:21]([CH3:24])([CH3:23])[CH3:22])=[O:19])[CH2:13][CH2:12]2)[CH2:7][CH2:6]1)=[O:4].[CH2:25]([NH2:29])[CH:26]([CH3:28])[CH3:27].[CH3:30]N(C(ON1N=NC2C=CC=NC1=2)=[N+](C)C)C.F[P-](F)(F)(F)(F)F. The yield is 0.350. The product is [CH3:27][CH:26]([CH3:28])[CH2:25][N:29]([CH3:30])[C:3]([CH:5]1[CH2:6][CH2:7][N:8]([C@H:11]2[CH2:17][CH2:16][CH2:15][N:14]([C:18]([O:20][C:21]([CH3:23])([CH3:22])[CH3:24])=[O:19])[CH2:13][CH2:12]2)[CH2:9][CH2:10]1)=[O:4]. The catalyst is CN(C=O)C. (4) The yield is 0.970. The reactants are [C:1]([NH:5][C:6]([NH:8][C:9]1[C:10]([CH3:30])=[C:11]([CH:28]=[O:29])[C:12]2[O:16][CH2:15][C@H:14]([C:17]3[CH:22]=[CH:21][C:20]([CH:23]([CH3:25])[CH3:24])=[CH:19][CH:18]=3)[C:13]=2[C:26]=1[CH3:27])=[O:7])([CH3:4])([CH3:3])[CH3:2].C(OCC)(=O)C.CCCCCC. The catalyst is C(Cl)(Cl)Cl. The product is [C:1]([NH:5][C:6]([NH:8][C:9]1[C:10]([CH3:30])=[C:11]([CH2:28][OH:29])[C:12]2[O:16][CH2:15][C@H:14]([C:17]3[CH:18]=[CH:19][C:20]([CH:23]([CH3:25])[CH3:24])=[CH:21][CH:22]=3)[C:13]=2[C:26]=1[CH3:27])=[O:7])([CH3:3])([CH3:2])[CH3:4]. (5) The reactants are [F:1][C:2]1[CH:3]=[C:4]([NH2:24])[CH:5]=[CH:6][C:7]=1[O:8][C:9]1[CH:14]=[CH:13][N:12]=[C:11]2[CH:15]=[C:16]([C:18]3[N:19]([CH3:23])[CH:20]=[CH:21][N:22]=3)[S:17][C:10]=12.[ClH:25].FC1C=C(N[C:51]([NH:53][C:54](=[O:62])[CH2:55][C:56]2[CH:61]=[CH:60][CH:59]=[CH:58][CH:57]=2)=[O:52])C=CC=1OC1C=CN=C2C=C(C(N3CCCC3)=O)SC=12. No catalyst specified. The product is [ClH:25].[ClH:25].[F:1][C:2]1[CH:3]=[C:4]([NH:24][C:51]([NH:53][C:54](=[O:62])[CH2:55][C:56]2[CH:57]=[CH:58][CH:59]=[CH:60][CH:61]=2)=[O:52])[CH:5]=[CH:6][C:7]=1[O:8][C:9]1[CH:14]=[CH:13][N:12]=[C:11]2[CH:15]=[C:16]([C:18]3[N:19]([CH3:23])[CH:20]=[CH:21][N:22]=3)[S:17][C:10]=12. The yield is 0.150. (6) The reactants are [Cl:1][C:2]1[CH:10]=[CH:9][C:5]([C:6](Cl)=[O:7])=[CH:4][CH:3]=1.[CH3:11][NH2:12]. The catalyst is ClCCl.C(O)C. The product is [Cl:1][C:2]1[CH:10]=[CH:9][C:5]([C:6]([NH:12][CH3:11])=[O:7])=[CH:4][CH:3]=1. The yield is 0.970.